Predict the reaction yield, written as a fraction of the theoretical maximum amount of product (1.0 means a 100% yield; for example, 0.34 means a 34% yield). From a dataset of Reaction yield outcomes from USPTO patents with 853,638 reactions. (1) The reactants are Br[C:2]1[C:7]([Cl:8])=[CH:6][C:5]([C:9](=[O:11])[CH3:10])=[C:4]([OH:12])[CH:3]=1.CC1(C)C2C=CC=C(P(C3C=CC=CC=3)C3C=CC=CC=3)C=2OC2C1=CC=CC=2P(C1C=CC=CC=1)C1C=CC=CC=1.[CH3:55][N:56](C)C=O. The catalyst is [C-]#N.[Zn+2].[C-]#N.C1C=CC(/C=C/C(/C=C/C2C=CC=CC=2)=O)=CC=1.C1C=CC(/C=C/C(/C=C/C2C=CC=CC=2)=O)=CC=1.C1C=CC(/C=C/C(/C=C/C2C=CC=CC=2)=O)=CC=1.[Pd].[Pd]. The product is [C:9]([C:5]1[C:4]([OH:12])=[CH:3][C:2]([C:55]#[N:56])=[C:7]([Cl:8])[CH:6]=1)(=[O:11])[CH3:10]. The yield is 0.720. (2) The reactants are C[O:2][C:3]([C:5]1[C:14]([NH2:15])=[C:13]([F:16])[C:8]2[N:9]=[CH:10][N:11]([CH3:12])[C:7]=2[CH:6]=1)=[O:4].C(=O)([O-])[O-].[Cs+].[Cs+].[Br:23][C:24]1[CH:29]=[CH:28][C:27](I)=[C:26]([Cl:31])[CH:25]=1.S(=O)(=O)(O)O.[OH-].[Na+]. The catalyst is C1(OC)C=CC=CC=1.CO. The product is [Br:23][C:24]1[CH:29]=[CH:28][C:27]([NH:15][C:14]2[C:5]([C:3]([OH:2])=[O:4])=[CH:6][C:7]3[N:11]([CH3:12])[CH:10]=[N:9][C:8]=3[C:13]=2[F:16])=[C:26]([Cl:31])[CH:25]=1. The yield is 0.722. (3) The reactants are [Br:1][C:2]1[CH:3]=[C:4]([CH2:7][N:8]2[C:12](=[O:13])[O:11][N:10]=[C:9]2[C:14]2[C:18]([NH:19][CH2:20][CH2:21][OH:22])=[N:17][O:16][N:15]=2)[O:5][CH:6]=1.[CH3:23][S:24](Cl)(=[O:26])=[O:25].C(N(CC)CC)C. The catalyst is C(OCC)(=O)C. The product is [CH3:23][S:24]([O:22][CH2:21][CH2:20][NH:19][C:18]1[C:14]([C:9]2[N:8]([CH2:7][C:4]3[O:5][CH:6]=[C:2]([Br:1])[CH:3]=3)[C:12](=[O:13])[O:11][N:10]=2)=[N:15][O:16][N:17]=1)(=[O:26])=[O:25]. The yield is 1.00. (4) The reactants are [C:1]([C:4]1[CH:5]=[CH:6][C:7]2[NH:13][CH:12]([CH2:14][C:15]([O:17][CH3:18])=[O:16])[C:11](=[O:19])[N:10]([CH3:20])[CH2:9][C:8]=2[CH:21]=1)([OH:3])=O.S(Cl)(Cl)=O.Cl.Cl.[NH2:28][CH2:29][C:30]1[NH:31][C:32]2[CH:38]=[CH:37][CH:36]=[CH:35][C:33]=2[N:34]=1.N1C=CC=CC=1.C(N(CC)CC)C.C([O-])(O)=O.[Na+]. The catalyst is C(Cl)Cl. The product is [N:31]1[C:32]2[CH:38]=[CH:37][CH:36]=[CH:35][C:33]=2[NH:34][C:30]=1[CH2:29][NH:28][C:1]([C:4]1[CH:5]=[CH:6][C:7]2[NH:13][CH:12]([CH2:14][C:15]([O:17][CH3:18])=[O:16])[C:11](=[O:19])[N:10]([CH3:20])[CH2:9][C:8]=2[CH:21]=1)=[O:3]. The yield is 0.140. (5) The reactants are [NH2:1][C:2]1[CH:10]=[C:9]2[C:5]([CH2:6][O:7][C:8]2=[C:11]2[C:19]3[C:14](=[CH:15][CH:16]=[CH:17][CH:18]=3)[NH:13][C:12]2=[O:20])=[CH:4][CH:3]=1.C(N(CC)C(C)C)(C)C.[Cl:30][CH2:31][CH2:32][CH2:33][C:34](Cl)=[O:35]. The catalyst is C1COCC1. The product is [Cl:30][CH2:31][CH2:32][CH2:33][C:34]([NH:1][C:2]1[CH:10]=[C:9]2[C:5](=[CH:4][CH:3]=1)[CH2:6][O:7][C:8]2=[C:11]1[C:19]2[C:14](=[CH:15][CH:16]=[CH:17][CH:18]=2)[NH:13][C:12]1=[O:20])=[O:35]. The yield is 0.840. (6) The reactants are C1(P(C2C=CC=CC=2)C2C=CC=CC=2)C=CC=CC=1.[C:20]([Br:24])(Br)(Br)Br.[CH:25]([C:28]1[CH:29]=[C:30]([CH:42]=[CH:43][C:44]=1[O:45][CH3:46])[O:31][C:32]1[C:39]([Cl:40])=[CH:38][C:35](CO)=[CH:34][C:33]=1[Cl:41])([CH3:27])[CH3:26]. The catalyst is C(OCC)C. The product is [Cl:40][C:39]1[CH:38]=[C:35]([CH:34]=[C:33]([Cl:41])[C:32]=1[O:31][C:30]1[CH:42]=[CH:43][C:44]([O:45][CH3:46])=[C:28]([CH:25]([CH3:26])[CH3:27])[CH:29]=1)[CH2:20][Br:24]. The yield is 0.540. (7) The reactants are [C:1]([O:5][C:6]([N:8]1[C:17]2[C:12](=[CH:13][CH:14]=[C:15]([C:18]3[S:19][C:20]([CH2:28][CH2:29][CH2:30]Cl)=[C:21]([C:23]([O:25][CH2:26][CH3:27])=[O:24])[N:22]=3)[CH:16]=2)[CH2:11][CH2:10][CH2:9]1)=[O:7])([CH3:4])([CH3:3])[CH3:2].[Na+].[I-:33]. The catalyst is C(#N)C. The product is [C:1]([O:5][C:6]([N:8]1[C:17]2[C:12](=[CH:13][CH:14]=[C:15]([C:18]3[S:19][C:20]([CH2:28][CH2:29][CH2:30][I:33])=[C:21]([C:23]([O:25][CH2:26][CH3:27])=[O:24])[N:22]=3)[CH:16]=2)[CH2:11][CH2:10][CH2:9]1)=[O:7])([CH3:4])([CH3:3])[CH3:2]. The yield is 0.970. (8) The reactants are OS(O)(=O)=O.[CH2:6]([OH:10])[CH2:7][CH:8]=C.[Br:11][C:12]1[CH:13]=[C:14]([F:20])[C:15]([CH:18]=[O:19])=[N:16][CH:17]=1.[C:21]([O-])(O)=O.[Na+]. No catalyst specified. The product is [Br:11][C:12]1[CH:13]=[C:14]([F:20])[C:15]([CH:18]2[CH2:21][CH:6]([OH:10])[CH2:7][CH2:8][O:19]2)=[N:16][CH:17]=1. The yield is 0.200. (9) The reactants are [Cl-:1].[CH2:2]([O:9][C:10](=[O:14])[C@@H:11]([NH3+:13])[CH3:12])[C:3]1[CH:8]=[CH:7][CH:6]=[CH:5][CH:4]=1.CCN(CC)CC.[P:22](Cl)(Cl)(=[O:30])[O:23][C:24]1[CH:29]=[CH:28][CH:27]=[CH:26][CH:25]=1. The catalyst is ClCCl. The product is [Cl:1][C:25]1[CH:26]=[CH:27][CH:28]=[CH:29][C:24]=1[O:23][P:22](=[N:13][C@@H:11]([CH3:12])[C:10]([O:9][CH2:2][C:3]1[CH:8]=[CH:7][CH:6]=[CH:5][CH:4]=1)=[O:14])=[O:30]. The yield is 0.950.